From a dataset of Forward reaction prediction with 1.9M reactions from USPTO patents (1976-2016). Predict the product of the given reaction. (1) Given the reactants CN([CH:4]=[O:5])C.P(Cl)(Cl)(Cl)=O.[CH3:11][C:12]1[N:19]2[C:15]([S:16][CH:17]=[CH:18]2)=[CH:14][N:13]=1.[OH-].[Na+], predict the reaction product. The product is: [CH:4]([C:14]1[N:13]=[C:12]([CH3:11])[N:19]2[CH:18]=[CH:17][S:16][C:15]=12)=[O:5]. (2) Given the reactants [NH2:1][C:2]1[S:3][CH:4]=[CH:5][N:6]=1.Cl[CH:8]([C:14]([CH3:16])=O)[C:9]([O:11][CH2:12][CH3:13])=[O:10], predict the reaction product. The product is: [CH3:16][C:14]1[N:1]=[C:2]2[N:6]([C:8]=1[C:9]([O:11][CH2:12][CH3:13])=[O:10])[CH:5]=[CH:4][S:3]2. (3) Given the reactants [C:1]1([CH3:35])[C:2]([NH:7][C:8]2[O:9][C:10]([C:16]3[CH:21]=[CH:20][C:19]([N:22]4[CH2:27][CH2:26][N:25]([C:28]([O:30][C:31]([CH3:34])([CH3:33])[CH3:32])=[O:29])[CH2:24][CH2:23]4)=[CH:18][CH:17]=3)=[C:11]([C:13](O)=[O:14])[N:12]=2)=[CH:3][CH:4]=[CH:5][CH:6]=1.O.OC1C2N=N[NH:43]C=2C=CC=1.Cl.CN(C)CCCN=C=NCC.N.O1CCOCC1, predict the reaction product. The product is: [C:1]1([CH3:35])[C:2]([NH:7][C:8]2[O:9][C:10]([C:16]3[CH:17]=[CH:18][C:19]([N:22]4[CH2:23][CH2:24][N:25]([C:28]([O:30][C:31]([CH3:32])([CH3:33])[CH3:34])=[O:29])[CH2:26][CH2:27]4)=[CH:20][CH:21]=3)=[C:11]([C:13](=[O:14])[NH2:43])[N:12]=2)=[CH:3][CH:4]=[CH:5][CH:6]=1. (4) Given the reactants Br[C:2]1[CH:3]=[N:4][CH:5]=[C:6]([CH3:8])[CH:7]=1.[B:9]1([B:9]2[O:14][CH2:13][C:12]([CH3:16])([CH3:15])[CH2:11][O:10]2)[O:14][CH2:13][C:12]([CH3:16])([CH3:15])[CH2:11][O:10]1.C([O-])(=O)C.[K+].ClCCl, predict the reaction product. The product is: [CH3:15][C:12]1([CH3:16])[CH2:13][O:14][B:9]([C:2]2[CH:3]=[N:4][CH:5]=[C:6]([CH3:8])[CH:7]=2)[O:10][CH2:11]1. (5) Given the reactants C(OC([NH:8][C@@:9]([CH3:15])([C:13]#[CH:14])[C:10]([OH:12])=[O:11])=O)(C)(C)C.[ClH:16], predict the reaction product. The product is: [ClH:16].[CH3:15][C@:9]([C:13]#[CH:14])([C:10]([OH:12])=[O:11])[NH2:8]. (6) Given the reactants C([O:3][C:4](=[O:34])[CH2:5][NH:6][C:7]([C:9]1[N:10]=[C:11]([N:21]2[CH2:26][CH2:25][N:24]3[C:27]([C:30]([F:33])([F:32])[F:31])=[N:28][N:29]=[C:23]3[CH2:22]2)[C:12]2[CH:17]=[C:16]([CH2:18][CH2:19][CH3:20])[S:15][C:13]=2[N:14]=1)=[O:8])C.CO.[OH-].[Li+].Cl, predict the reaction product. The product is: [CH2:18]([C:16]1[S:15][C:13]2[N:14]=[C:9]([C:7]([NH:6][CH2:5][C:4]([OH:34])=[O:3])=[O:8])[N:10]=[C:11]([N:21]3[CH2:26][CH2:25][N:24]4[C:27]([C:30]([F:32])([F:31])[F:33])=[N:28][N:29]=[C:23]4[CH2:22]3)[C:12]=2[CH:17]=1)[CH2:19][CH3:20]. (7) The product is: [Br:9][C:10]1[CH:11]=[CH:12][C:13]([N:6]2[CH2:7][CH2:8][C@@H:4]([NH:3][CH2:1][CH3:2])[CH2:5]2)=[N:14][CH:15]=1. Given the reactants [CH2:1]([NH:3][C@@H:4]1[CH2:8][CH2:7][NH:6][CH2:5]1)[CH3:2].[Br:9][C:10]1[CH:11]=[CH:12][C:13](F)=[N:14][CH:15]=1.CCN(C(C)C)C(C)C.C(#N)C, predict the reaction product. (8) Given the reactants [O:1]1[CH2:6][CH2:5][N:4]([C:7]2[CH:13]=[CH:12][C:10]([NH2:11])=[CH:9][CH:8]=2)[CH2:3][CH2:2]1.C([O-])([O-])=O.[Ca+2].Cl[C:20]([O:22][C:23]1[CH:28]=[CH:27][C:26]([N+:29]([O-:31])=[O:30])=[CH:25][CH:24]=1)=[O:21], predict the reaction product. The product is: [N+:29]([C:26]1[CH:25]=[CH:24][C:23]([O:22][C:20](=[O:21])[NH:11][C:10]2[CH:12]=[CH:13][C:7]([N:4]3[CH2:3][CH2:2][O:1][CH2:6][CH2:5]3)=[CH:8][CH:9]=2)=[CH:28][CH:27]=1)([O-:31])=[O:30].